From a dataset of Reaction yield outcomes from USPTO patents with 853,638 reactions. Predict the reaction yield, written as a fraction of the theoretical maximum amount of product (1.0 means a 100% yield; for example, 0.34 means a 34% yield). (1) The reactants are [CH2:1]([O:8][C:9]1[N:10]=[N:11][C:12]([C:23]#[C:24][C:25]2[CH:30]=[CH:29][C:28]([C:31]([F:34])([F:33])[F:32])=[C:27](C)[CH:26]=2)=[CH:13][C:14]=1[O:15][CH2:16][C:17]1[CH:22]=[CH:21][CH:20]=[CH:19][CH:18]=1)[C:2]1[CH:7]=[CH:6][CH:5]=[CH:4][CH:3]=1.C(OC1N=NC(C#C)=CC=1OCC1C=CC=CC=1)C1C=CC=CC=1.BrC1C=CC(C(F)(F)F)=CC=1[Cl:71]. No catalyst specified. The product is [CH2:1]([O:8][C:9]1[N:10]=[N:11][C:12]([C:23]#[C:24][C:25]2[CH:30]=[CH:29][C:28]([C:31]([F:34])([F:33])[F:32])=[CH:27][C:26]=2[Cl:71])=[CH:13][C:14]=1[O:15][CH2:16][C:17]1[CH:22]=[CH:21][CH:20]=[CH:19][CH:18]=1)[C:2]1[CH:7]=[CH:6][CH:5]=[CH:4][CH:3]=1. The yield is 0.750. (2) The reactants are [CH3:1][Mg]Br.[CH3:4][O:5][C:6]1[CH:11]=[CH:10][C:9]([N:12]2[CH2:17][CH2:16][N:15]([C:18]3[C:19]([CH3:39])=[C:20]([CH:37]=[O:38])[C:21]4[O:25][C:24]([CH3:27])([CH3:26])[CH:23]([C:28]5[CH:33]=[CH:32][C:31]([CH3:34])=[CH:30][CH:29]=5)[C:22]=4[C:35]=3[CH3:36])[CH2:14][CH2:13]2)=[CH:8][CH:7]=1.O. The catalyst is C1COCC1. The product is [CH3:4][O:5][C:6]1[CH:7]=[CH:8][C:9]([N:12]2[CH2:17][CH2:16][N:15]([C:18]3[C:19]([CH3:39])=[C:20]([CH:37]([OH:38])[CH3:1])[C:21]4[O:25][C:24]([CH3:27])([CH3:26])[CH:23]([C:28]5[CH:29]=[CH:30][C:31]([CH3:34])=[CH:32][CH:33]=5)[C:22]=4[C:35]=3[CH3:36])[CH2:14][CH2:13]2)=[CH:10][CH:11]=1. The yield is 0.610.